From a dataset of Forward reaction prediction with 1.9M reactions from USPTO patents (1976-2016). Predict the product of the given reaction. Given the reactants FC(F)(F)C(O)=O.C(OC([N:15]1[CH2:20][CH2:19][N:18]([C:21]2[CH:22]=[C:23]([CH2:61][O:62][C:63]3[C:92]([O:93][CH3:94])=[CH:91][C:66]4[C:67](=[O:90])[N:68]5[CH2:88][C:87](=[CH2:89])[CH2:86][C@H:69]5[C@H:70](OC5CCCCO5)[N:71](C(OC(C)(C)C)=O)[C:65]=4[CH:64]=3)[CH:24]=[C:25]([CH2:27][O:28][C:29]3[C:58]([O:59][CH3:60])=[CH:57][C:32]4[C:33](=[O:56])[N:34]5[CH2:54][C:53](=[CH2:55])[CH2:52][C@H:35]5[C@H:36](OC5CCCCO5)[N:37](C(OC(C)(C)C)=O)[C:31]=4[CH:30]=3)[CH:26]=2)[CH2:17][CH2:16]1)=O)(C)(C)C.C(=O)(O)[O-].[Na+], predict the reaction product. The product is: [N:18]1([C:21]2[CH:26]=[C:25]([CH2:27][O:28][C:29]3[C:58]([O:59][CH3:60])=[CH:57][C:32]4[C:33](=[O:56])[N:34]5[CH2:54][C:53](=[CH2:55])[CH2:52][C@H:35]5[CH:36]=[N:37][C:31]=4[CH:30]=3)[CH:24]=[C:23]([CH2:61][O:62][C:63]3[C:92]([O:93][CH3:94])=[CH:91][C:66]4[C:67](=[O:90])[N:68]5[CH2:88][C:87](=[CH2:89])[CH2:86][C@H:69]5[CH:70]=[N:71][C:65]=4[CH:64]=3)[CH:22]=2)[CH2:17][CH2:16][NH:15][CH2:20][CH2:19]1.